Dataset: Reaction yield outcomes from USPTO patents with 853,638 reactions. Task: Predict the reaction yield, written as a fraction of the theoretical maximum amount of product (1.0 means a 100% yield; for example, 0.34 means a 34% yield). The reactants are [N:1]([C@@H:4]1[C@@H:10]([O:11][CH2:12][C:13]2[CH:18]=[CH:17][C:16]([O:19][CH3:20])=[CH:15][CH:14]=2)[C@H:9]([O:21][CH2:22][C:23]2[CH:28]=[CH:27][C:26]([O:29][CH3:30])=[CH:25][CH:24]=2)[C@@H:8]([CH2:31][O:32][CH2:33][C:34]2[CH:39]=[CH:38][C:37]([O:40][CH3:41])=[CH:36][CH:35]=2)[O:7][CH:5]1[OH:6])=[N+]=[N-].SC[C@H]([C@@H](CS)O)O.C(N(CC)CC)C.C(OCC)C. The catalyst is CN(C=O)C.C(OCC)(=O)C. The product is [NH2:1][C@@H:4]1[C@@H:10]([O:11][CH2:12][C:13]2[CH:18]=[CH:17][C:16]([O:19][CH3:20])=[CH:15][CH:14]=2)[C@H:9]([O:21][CH2:22][C:23]2[CH:28]=[CH:27][C:26]([O:29][CH3:30])=[CH:25][CH:24]=2)[C@@H:8]([CH2:31][O:32][CH2:33][C:34]2[CH:35]=[CH:36][C:37]([O:40][CH3:41])=[CH:38][CH:39]=2)[O:7][CH:5]1[OH:6]. The yield is 0.690.